From a dataset of Retrosynthesis with 50K atom-mapped reactions and 10 reaction types from USPTO. Predict the reactants needed to synthesize the given product. Given the product C#CCN1CCN(c2c(Cl)cc3c(=O)c(C(=O)O)cn4c3c2CCC4C)CC1, predict the reactants needed to synthesize it. The reactants are: C#CCBr.CC1CCc2c(N3CCNCC3)c(Cl)cc3c(=O)c(C(=O)O)cn1c23.